From a dataset of Reaction yield outcomes from USPTO patents with 853,638 reactions. Predict the reaction yield, written as a fraction of the theoretical maximum amount of product (1.0 means a 100% yield; for example, 0.34 means a 34% yield). The reactants are [F:1][C:2]1[CH:3]=[N:4][CH:5]=[CH:6][C:7]=1[C:8]1[C:9]([C:16]2[CH:17]=[N:18][CH:19]=[CH:20][CH:21]=2)=[N:10][C:11]([NH2:15])=[C:12]([NH2:14])[CH:13]=1.[Cl:22][C:23]1[CH:28]=[CH:27][C:26]([N:29]=[C:30]=S)=[CH:25][CH:24]=1.C(N=C=NC(C)C)(C)C. The catalyst is C(O)C. The product is [Cl:22][C:23]1[CH:28]=[CH:27][C:26]([NH:29][C:30]2[NH:15][C:11]3=[N:10][C:9]([C:16]4[CH:17]=[N:18][CH:19]=[CH:20][CH:21]=4)=[C:8]([C:7]4[CH:6]=[CH:5][N:4]=[CH:3][C:2]=4[F:1])[CH:13]=[C:12]3[N:14]=2)=[CH:25][CH:24]=1. The yield is 0.470.